This data is from Forward reaction prediction with 1.9M reactions from USPTO patents (1976-2016). The task is: Predict the product of the given reaction. Given the reactants [NH2:1][C:2]1[CH:7]=[C:6]([F:8])[CH:5]=[C:4]([NH2:9])[C:3]=1[NH:10][CH2:11][CH2:12][CH2:13][OH:14].Cl.[Cl:16][C:17]1[CH:22]=[C:21]([Cl:23])[CH:20]=[CH:19][C:18]=1[CH:24]([OH:29])[C:25](=N)OC.[CH:30](=O)[CH3:31].[C:33](O[BH-](OC(=O)C)OC(=O)C)(=O)[CH3:34].[Na+], predict the reaction product. The product is: [Cl:16][C:17]1[CH:22]=[C:21]([Cl:23])[CH:20]=[CH:19][C:18]=1[CH:24]([OH:29])[C:25]1[N:10]([CH2:11][CH2:12][CH2:13][OH:14])[C:3]2[C:2]([N:1]([CH2:30][CH3:31])[CH2:33][CH3:34])=[CH:7][C:6]([F:8])=[CH:5][C:4]=2[N:9]=1.